From a dataset of Peptide-MHC class II binding affinity with 134,281 pairs from IEDB. Regression. Given a peptide amino acid sequence and an MHC pseudo amino acid sequence, predict their binding affinity value. This is MHC class II binding data. (1) The peptide sequence is YDKFLANVSTVLTGA. The MHC is DRB1_0701 with pseudo-sequence DRB1_0701. The binding affinity (normalized) is 0.624. (2) The peptide sequence is EKKYFNATQFEPLAA. The MHC is HLA-DPA10103-DPB10601 with pseudo-sequence HLA-DPA10103-DPB10601. The binding affinity (normalized) is 0.910. (3) The binding affinity (normalized) is 0.612. The peptide sequence is YDKFLANVSTVFTGK. The MHC is DRB1_1602 with pseudo-sequence DRB1_1602. (4) The peptide sequence is LSLAVSSAVPTSWVP. The MHC is DRB5_0101 with pseudo-sequence DRB5_0101. The binding affinity (normalized) is 0. (5) The peptide sequence is VQLIRMAEAEMVIHH. The MHC is DRB1_1301 with pseudo-sequence DRB1_1301. The binding affinity (normalized) is 0.573. (6) The peptide sequence is IQSIPFVHLGHRDNI. The MHC is DRB3_0101 with pseudo-sequence DRB3_0101. The binding affinity (normalized) is 0.142. (7) The peptide sequence is VRVPVPQLQPQNPSQQQPQE. The binding affinity (normalized) is 0. The MHC is DRB1_0701 with pseudo-sequence DRB1_0701. (8) The peptide sequence is NHFFNHHKVMLLGHD. The MHC is HLA-DPA10103-DPB10401 with pseudo-sequence HLA-DPA10103-DPB10401. The binding affinity (normalized) is 0.415.